Dataset: Reaction yield outcomes from USPTO patents with 853,638 reactions. Task: Predict the reaction yield, written as a fraction of the theoretical maximum amount of product (1.0 means a 100% yield; for example, 0.34 means a 34% yield). (1) The reactants are [CH3:1][O:2][C:3]1[CH:4]=[C:5]2[C:10](=[CH:11][CH:12]=1)[C:9](O)=[N:8][C:7]([N:14]1[CH2:19][CH2:18][O:17][CH2:16][CH2:15]1)=[CH:6]2.O=P(Cl)(Cl)[Cl:22]. No catalyst specified. The product is [Cl:22][C:9]1[C:10]2[C:5](=[CH:4][C:3]([O:2][CH3:1])=[CH:12][CH:11]=2)[CH:6]=[C:7]([N:14]2[CH2:19][CH2:18][O:17][CH2:16][CH2:15]2)[N:8]=1. The yield is 0.950. (2) The reactants are C([O:8][C@@H:9]1[C@@H:14]([O:15]CC2C=CC=CC=2)[C@H:13]([O:23]CC2C=CC=CC=2)[C@@H:12]([CH2:31][O:32]CC2C=CC=CC=2)[CH2:11][C@@:10]1([C:41]1[CH:46]=[C:45]([CH2:47][C:48]2[CH:53]=[CH:52][C:51]([CH2:54][CH3:55])=[CH:50][CH:49]=2)[CH:44]=[CH:43][C:42]=1[O:56][CH2:57][CH3:58])O)C1C=CC=CC=1. The catalyst is C1COCC1.CO.[OH-].[Pd+2].[OH-]. The product is [CH2:57]([O:56][C:42]1[CH:43]=[CH:44][C:45]([CH2:47][C:48]2[CH:49]=[CH:50][C:51]([CH2:54][CH3:55])=[CH:52][CH:53]=2)=[CH:46][C:41]=1[C@@H:10]1[CH2:11][C@H:12]([CH2:31][OH:32])[C@@H:13]([OH:23])[C@H:14]([OH:15])[C@H:9]1[OH:8])[CH3:58]. The yield is 0.200. (3) The reactants are [CH3:1][C:2]1([CH3:38])[CH2:6][C:5]2[CH:7]=[C:8]([C:11]3[C:16](=[O:17])[N:15]([CH2:18][C:19]4[CH:24]=[CH:23][C:22]([C:25]5[C:26]([C:31]#[N:32])=[CH:27][CH:28]=[CH:29][CH:30]=5)=[CH:21][CH:20]=4)[C:14]([CH2:33][CH2:34][CH3:35])=[N:13][C:12]=3[CH2:36][CH3:37])[CH:9]=[CH:10][C:4]=2[O:3]1.Cl.[NH2:40]O.[C:42](=[O:45])([O-])[OH:43].[Na+]. The catalyst is CS(C)=O.C(OCC)(=O)C. The product is [CH3:38][C:2]1([CH3:1])[CH2:6][C:5]2[CH:7]=[C:8]([C:11]3[C:16](=[O:17])[N:15]([CH2:18][C:19]4[CH:24]=[CH:23][C:22]([C:25]5[CH:30]=[CH:29][CH:28]=[CH:27][C:26]=5[C:31]5[NH:40][C:42](=[O:45])[O:43][N:32]=5)=[CH:21][CH:20]=4)[C:14]([CH2:33][CH2:34][CH3:35])=[N:13][C:12]=3[CH2:36][CH3:37])[CH:9]=[CH:10][C:4]=2[O:3]1. The yield is 0.740. (4) The reactants are [CH3:1][S:2]([NH:5][C:6]1[CH:19]=[CH:18][C:9]2[S:10][C:11]([C:13]([O:15]CC)=[O:14])=[CH:12][C:8]=2[CH:7]=1)(=[O:4])=[O:3].O[Li].O. The product is [CH3:1][S:2]([NH:5][C:6]1[CH:19]=[CH:18][C:9]2[S:10][C:11]([C:13]([OH:15])=[O:14])=[CH:12][C:8]=2[CH:7]=1)(=[O:3])=[O:4]. The catalyst is C1COCC1.O. The yield is 0.920. (5) The reactants are Br[C:2]1[C:3]2[N:4]([C:8]([CH2:11][C:12]([CH3:17])([N+:14]([O-:16])=[O:15])[CH3:13])=[CH:9][N:10]=2)[CH:5]=[CH:6][CH:7]=1.C(=O)([O-])[O-].[Na+].[Na+].[S:24]1[CH:28]=[CH:27][CH:26]=[C:25]1B(O)O. The catalyst is C1C=CC([P]([Pd]([P](C2C=CC=CC=2)(C2C=CC=CC=2)C2C=CC=CC=2)([P](C2C=CC=CC=2)(C2C=CC=CC=2)C2C=CC=CC=2)[P](C2C=CC=CC=2)(C2C=CC=CC=2)C2C=CC=CC=2)(C2C=CC=CC=2)C2C=CC=CC=2)=CC=1.O1CCOCC1. The product is [CH3:13][C:12]([N+:14]([O-:16])=[O:15])([CH3:17])[CH2:11][C:8]1[N:4]2[CH:5]=[CH:6][CH:7]=[C:2]([C:25]3[S:24][CH:28]=[CH:27][CH:26]=3)[C:3]2=[N:10][CH:9]=1. The yield is 1.00. (6) The reactants are CO[C:3]([C:5]1[CH2:6][CH2:7][CH2:8][N:9]2[C:14](=[O:15])[CH:13]=[C:12]([C:16]3[CH:21]=[CH:20][N:19]=[CH:18][N:17]=3)[NH:11][C:10]=12)=[O:4].[Cl:22][C:23]1[CH:28]=[CH:27][C:26]([NH2:29])=[C:25]([O:30][CH3:31])[CH:24]=1. The catalyst is C1(C)C=CC=CC=1.O.C(OCC)(=O)C. The product is [Cl:22][C:23]1[CH:28]=[CH:27][C:26]([NH:29][C:3]([CH:5]2[C:10]3=[N:11][C:12]([C:16]4[CH:21]=[CH:20][N:19]=[CH:18][N:17]=4)=[CH:13][C:14](=[O:15])[N:9]3[CH2:8][CH2:7][CH2:6]2)=[O:4])=[C:25]([O:30][CH3:31])[CH:24]=1. The yield is 0.320.